From a dataset of NCI-60 drug combinations with 297,098 pairs across 59 cell lines. Regression. Given two drug SMILES strings and cell line genomic features, predict the synergy score measuring deviation from expected non-interaction effect. (1) Drug 1: CC1=C(N=C(N=C1N)C(CC(=O)N)NCC(C(=O)N)N)C(=O)NC(C(C2=CN=CN2)OC3C(C(C(C(O3)CO)O)O)OC4C(C(C(C(O4)CO)O)OC(=O)N)O)C(=O)NC(C)C(C(C)C(=O)NC(C(C)O)C(=O)NCCC5=NC(=CS5)C6=NC(=CS6)C(=O)NCCC[S+](C)C)O. Drug 2: C1CC(=O)NC(=O)C1N2C(=O)C3=CC=CC=C3C2=O. Cell line: OVCAR-8. Synergy scores: CSS=26.3, Synergy_ZIP=-0.541, Synergy_Bliss=-1.53, Synergy_Loewe=-17.2, Synergy_HSA=-1.44. (2) Drug 1: CC12CCC(CC1=CCC3C2CCC4(C3CC=C4C5=CN=CC=C5)C)O. Drug 2: CN(C)C1=NC(=NC(=N1)N(C)C)N(C)C. Cell line: NCI-H322M. Synergy scores: CSS=1.70, Synergy_ZIP=3.52, Synergy_Bliss=3.34, Synergy_Loewe=-0.387, Synergy_HSA=0.908.